Dataset: Forward reaction prediction with 1.9M reactions from USPTO patents (1976-2016). Task: Predict the product of the given reaction. (1) Given the reactants Br[C:2]1[C:3]2[N:4]([C:9]([I:12])=[CH:10][N:11]=2)[N:5]=[C:6]([Cl:8])[CH:7]=1.[CH3:13][CH:14]([CH3:17])[CH2:15][NH2:16].O, predict the reaction product. The product is: [Cl:8][C:6]1[CH:7]=[C:2]([NH:16][CH2:15][CH:14]([CH3:17])[CH3:13])[C:3]2[N:4]([C:9]([I:12])=[CH:10][N:11]=2)[N:5]=1. (2) Given the reactants [CH3:1][C:2]([CH3:15])=[CH:3][C:4](/[N:6]=[C:7](/[N:10]1[CH2:14][CH2:13][CH2:12][CH2:11]1)\SC)=O.[F:16][C:17]([F:22])([F:21])[CH2:18][NH:19][NH2:20], predict the reaction product. The product is: [CH3:1][C:2]([CH3:15])=[CH:3][C:4]1[N:19]([CH2:18][C:17]([F:22])([F:21])[F:16])[N:20]=[C:7]([N:10]2[CH2:14][CH2:13][CH2:12][CH2:11]2)[N:6]=1. (3) Given the reactants [CH2:1]([O:8][C:9]1[CH:14]=[CH:13][C:12]([CH2:15][C:16]2[CH:17]=[C:18]([C@@:23]3([OH:50])[C@H:28]([O:29][Si](C)(C)C)[C@@H:27]([O:34][Si](C)(C)C)[C@H:26]([O:39][Si](C)(C)C)[C@@H:25]([CH2:44][O:45][Si](C)(C)C)[O:24]3)[CH:19]=[CH:20][C:21]=2[Cl:22])=[CH:11][CH:10]=1)[C:2]1[CH:7]=[CH:6][CH:5]=[CH:4][CH:3]=1.[CH3:51]S(O)(=O)=O.C(=O)(O)[O-].[Na+], predict the reaction product. The product is: [CH2:1]([O:8][C:9]1[CH:14]=[CH:13][C:12]([CH2:15][C:16]2[CH:17]=[C:18]([C@@:23]3([O:50][CH3:51])[C@H:28]([OH:29])[C@@H:27]([OH:34])[C@H:26]([OH:39])[C@@H:25]([CH2:44][OH:45])[O:24]3)[CH:19]=[CH:20][C:21]=2[Cl:22])=[CH:11][CH:10]=1)[C:2]1[CH:7]=[CH:6][CH:5]=[CH:4][CH:3]=1.